This data is from Full USPTO retrosynthesis dataset with 1.9M reactions from patents (1976-2016). The task is: Predict the reactants needed to synthesize the given product. (1) Given the product [CH3:1][CH2:2][N:3]([CH2:6][CH2:7][NH:8][C:9]([C:11]1[C:12]([CH3:29])=[C:13](/[CH:17]=[C:18]2/[C:19]3[CH:20]=[C:21]([F:28])[CH:22]=[CH:23][C:24]=3[NH:25][C:26]/2=[O:27])[NH:14][C:15]=1[CH3:16])=[O:10])[CH2:4][CH3:5].[C:30]([O-:39])(=[O:38])[C@H:31]([C@@H:33]([C:35]([O-:37])=[O:36])[OH:34])[OH:32], predict the reactants needed to synthesize it. The reactants are: [CH3:1][CH2:2][N:3]([CH2:6][CH2:7][NH:8][C:9]([C:11]1[C:12]([CH3:29])=[C:13](/[CH:17]=[C:18]2/[C:19]3[CH:20]=[C:21]([F:28])[CH:22]=[CH:23][C:24]=3[NH:25][C:26]/2=[O:27])[NH:14][C:15]=1[CH3:16])=[O:10])[CH2:4][CH3:5].[C:30]([OH:39])(=[O:38])[C@H:31]([C@@H:33]([C:35]([OH:37])=[O:36])[OH:34])[OH:32]. (2) Given the product [CH:2]([C:4]1[CH:5]=[CH:6][C:7]([CH2:10][OH:11])=[N:8][CH:9]=1)([CH3:3])[CH3:1], predict the reactants needed to synthesize it. The reactants are: [CH2:1]=[C:2]([C:4]1[CH:5]=[CH:6][C:7]([CH:10]=[O:11])=[N:8][CH:9]=1)[CH3:3].[H][H]. (3) Given the product [CH2:1]([O:3][C:4]([N:6]1[CH2:13][CH:12]2[CH:8]([CH:9]([CH3:17])[C:10]3[CH:16]=[C:15]([Br:29])[S:14][C:11]=32)[CH2:7]1)=[O:5])[CH3:2], predict the reactants needed to synthesize it. The reactants are: [CH2:1]([O:3][C:4]([N:6]1[CH2:13][CH:12]2[CH:8]([CH:9]([CH3:17])[C:10]3[CH:16]=[CH:15][S:14][C:11]=32)[CH2:7]1)=[O:5])[CH3:2].C(Cl)(Cl)Cl.C1C(=O)N([Br:29])C(=O)C1. (4) Given the product [F:1][C:2]1[C:7]([O:8][CH3:9])=[CH:6][CH:5]=[CH:4][C:3]=1[N:10]1[C:15](=[O:16])[C:14]2=[C:17]([CH3:29])[N:18]([C:20]3[CH:25]=[CH:24][C:23]([N+:26]([O-:28])=[O:27])=[CH:22][CH:21]=3)[N:19]=[C:13]2[N:12]([CH2:32][C:33]2[C:38]([C:39]([F:40])([F:42])[F:41])=[CH:37][CH:36]=[CH:35][C:34]=2[F:43])[C:11]1=[O:30], predict the reactants needed to synthesize it. The reactants are: [F:1][C:2]1[C:7]([O:8][CH3:9])=[CH:6][CH:5]=[CH:4][C:3]=1[N:10]1[C:15](=[O:16])[C:14]2=[C:17]([CH3:29])[N:18]([C:20]3[CH:25]=[CH:24][C:23]([N+:26]([O-:28])=[O:27])=[CH:22][CH:21]=3)[N:19]=[C:13]2[NH:12][C:11]1=[O:30].Br[CH2:32][C:33]1[C:38]([C:39]([F:42])([F:41])[F:40])=[CH:37][CH:36]=[CH:35][C:34]=1[F:43].[I-].[K+].C(=O)([O-])[O-].[K+].[K+]. (5) Given the product [F:1][C:2]1[CH:3]=[N:4][C:5]([NH:11][CH2:12][CH:13]([CH3:15])[CH3:14])=[C:6]([CH:10]=1)[C:7]([NH:21][C:17]([CH3:18])([C:19]#[CH:20])[CH3:16])=[O:9], predict the reactants needed to synthesize it. The reactants are: [F:1][C:2]1[CH:3]=[N:4][C:5]([NH:11][CH2:12][CH:13]([CH3:15])[CH3:14])=[C:6]([CH:10]=1)[C:7]([OH:9])=O.[CH3:16][C:17]([NH2:21])([C:19]#[CH:20])[CH3:18].C1C=CC2N(O)N=NC=2C=1.CCN=C=NCCCN(C)C.CCN(C(C)C)C(C)C. (6) Given the product [C:14]1([C:20]2[CH:21]=[C:22]([C:29]3[O:1][N:2]=[C:3]([C:5]4[CH:6]=[C:7]5[C:11](=[CH:12][CH:13]=4)[NH:10][CH:9]=[CH:8]5)[N:4]=3)[S:23][C:24]=2[C:25]([F:28])([F:26])[F:27])[CH:15]=[CH:16][CH:17]=[CH:18][CH:19]=1, predict the reactants needed to synthesize it. The reactants are: [OH:1][NH:2][C:3]([C:5]1[CH:6]=[C:7]2[C:11](=[CH:12][CH:13]=1)[NH:10][CH:9]=[CH:8]2)=[NH:4].[C:14]1([C:20]2[CH:21]=[C:22]([C:29](OC)=O)[S:23][C:24]=2[C:25]([F:28])([F:27])[F:26])[CH:19]=[CH:18][CH:17]=[CH:16][CH:15]=1.[O-]CC.[Na+].